Dataset: HIV replication inhibition screening data with 41,000+ compounds from the AIDS Antiviral Screen. Task: Binary Classification. Given a drug SMILES string, predict its activity (active/inactive) in a high-throughput screening assay against a specified biological target. (1) The result is 0 (inactive). The compound is CC1(C)COC(CCCCCNC2=NCCCCC2)=N1. (2) The drug is CC(C)NC(=O)CCN(C(=O)O)S(=O)(=O)c1ccc(NC(=O)c2ccccc2)cc1. The result is 0 (inactive). (3) The drug is Fc1ccc(CSc2cnnc(SCc3ccc(F)cc3)c2SCc2ccc(F)cc2)cc1. The result is 0 (inactive).